This data is from Full USPTO retrosynthesis dataset with 1.9M reactions from patents (1976-2016). The task is: Predict the reactants needed to synthesize the given product. (1) Given the product [OH:45][CH2:42][C:43]#[C:44][C:7]1[CH:15]=[CH:14][C:13]([C:16]2[N:17]([C:32]([O:34][C:35]([CH3:37])([CH3:36])[CH3:38])=[O:33])[C:18]3[C:23]([CH:24]=2)=[CH:22][C:21]([CH2:25][N:26]2[CH2:27][CH2:28][CH2:29][CH2:30][CH2:31]2)=[CH:20][CH:19]=3)=[C:12]2[C:8]=1[CH2:9][NH:10][C:11]2=[O:39], predict the reactants needed to synthesize it. The reactants are: FC(F)(F)S(O[C:7]1[CH:15]=[CH:14][C:13]([C:16]2[N:17]([C:32]([O:34][C:35]([CH3:38])([CH3:37])[CH3:36])=[O:33])[C:18]3[C:23]([CH:24]=2)=[CH:22][C:21]([CH2:25][N:26]2[CH2:31][CH2:30][CH2:29][CH2:28][CH2:27]2)=[CH:20][CH:19]=3)=[C:12]2[C:8]=1[CH2:9][NH:10][C:11]2=[O:39])(=O)=O.[CH2:42]([OH:45])[C:43]#[CH:44]. (2) The reactants are: [N+:1]([C:4]1[CH:9]=[CH:8][C:7]([CH2:10][CH2:11][N:12]2[CH2:18][CH2:17][CH2:16][CH2:15][CH2:14][CH2:13]2)=[CH:6][CH:5]=1)([O-])=O.[ClH:19]. Given the product [ClH:19].[ClH:19].[N:12]1([CH2:11][CH2:10][C:7]2[CH:8]=[CH:9][C:4]([NH2:1])=[CH:5][CH:6]=2)[CH2:18][CH2:17][CH2:16][CH2:15][CH2:14][CH2:13]1, predict the reactants needed to synthesize it.